From a dataset of Full USPTO retrosynthesis dataset with 1.9M reactions from patents (1976-2016). Predict the reactants needed to synthesize the given product. Given the product [C:13]1([C@H:11]([O:10][C:8](=[O:9])[NH:7][C:6]2[N:5]([C:19]3[CH:20]=[CH:21][C:22]([C:25]4[CH:30]=[CH:29][C:28]([C:31]5([C:34]([NH:47][S:44]([CH3:43])(=[O:46])=[O:45])=[O:35])[CH2:33][CH2:32]5)=[CH:27][CH:26]=4)=[CH:23][CH:24]=3)[N:4]=[N:3][C:2]=2[CH3:1])[CH3:12])[CH:18]=[CH:17][CH:16]=[CH:15][CH:14]=1, predict the reactants needed to synthesize it. The reactants are: [CH3:1][C:2]1[N:3]=[N:4][N:5]([C:19]2[CH:24]=[CH:23][C:22]([C:25]3[CH:30]=[CH:29][C:28]([C:31]4([C:34](O)=[O:35])[CH2:33][CH2:32]4)=[CH:27][CH:26]=3)=[CH:21][CH:20]=2)[C:6]=1[NH:7][C:8]([O:10][C@@H:11]([C:13]1[CH:18]=[CH:17][CH:16]=[CH:15][CH:14]=1)[CH3:12])=[O:9].C(Cl)(=O)C(Cl)=O.[CH3:43][S:44]([NH2:47])(=[O:46])=[O:45].[H-].[Na+].